Regression. Given a peptide amino acid sequence and an MHC pseudo amino acid sequence, predict their binding affinity value. This is MHC class II binding data. From a dataset of Peptide-MHC class II binding affinity with 134,281 pairs from IEDB. (1) The peptide sequence is GEHQIVDKIDAAFKI. The MHC is DRB1_1201 with pseudo-sequence DRB1_1201. The binding affinity (normalized) is 0.640. (2) The peptide sequence is AFKVAATAANAARAN. The MHC is HLA-DPA10201-DPB11401 with pseudo-sequence HLA-DPA10201-DPB11401. The binding affinity (normalized) is 0.892. (3) The peptide sequence is SGVAATESAYLAYRN. The MHC is HLA-DPA10201-DPB10501 with pseudo-sequence HLA-DPA10201-DPB10501. The binding affinity (normalized) is 0.214. (4) The peptide sequence is YKLIDNSLILLECFV. The MHC is DRB1_1302 with pseudo-sequence DRB1_1302. The binding affinity (normalized) is 0. (5) The peptide sequence is GRKDIKLIDIALSKT. The MHC is DRB1_0101 with pseudo-sequence DRB1_0101. The binding affinity (normalized) is 0.518.